This data is from hERG Central: cardiac toxicity at 1µM, 10µM, and general inhibition. The task is: Predict hERG channel inhibition at various concentrations. (1) Results: hERG_inhib (hERG inhibition (general)): blocker. The compound is CC[N+](CC)(CC#Cc1ccccc1)CC#Cc1ccccc1.[Br-]. (2) The compound is O=C1NCN(c2ccccc2)C12CCN(CCCC(c1ccc(F)cc1)c1ccc(F)cc1)CC2. Results: hERG_inhib (hERG inhibition (general)): blocker. (3) The drug is CCOC(=O)C1(Cc2ccccc2)CCN(Cc2cc(OC)c3c(c2)OCO3)CC1. Results: hERG_inhib (hERG inhibition (general)): blocker. (4) The molecule is N#Cc1nc(-c2ccc(F)cc2)oc1N1CCN(C(=O)c2ccco2)CC1. Results: hERG_inhib (hERG inhibition (general)): blocker. (5) The compound is N#Cc1ccccc1NC(=O)CN1CCN(Cc2ccccc2)CC1. Results: hERG_inhib (hERG inhibition (general)): blocker. (6) The molecule is O=c1c2ccccc2[nH]c(=S)n1CCCN1CCN(C2CCCCC2)CC1. Results: hERG_inhib (hERG inhibition (general)): blocker. (7) The molecule is c1ccc(C[C@H]2CN=C(Nc3ccccc3)N2CCC2CCCC2)cc1. Results: hERG_inhib (hERG inhibition (general)): blocker.